Dataset: Forward reaction prediction with 1.9M reactions from USPTO patents (1976-2016). Task: Predict the product of the given reaction. (1) Given the reactants [CH3:1][O:2][C:3]([NH:5][C@H:6]([C:10]([OH:12])=[O:11])[CH:7]([CH3:9])[CH3:8])=[O:4].N[C@H:14](C(O)=O)[C@H](CC)C, predict the reaction product. The product is: [CH3:1][O:2][C:3]([NH:5][C@@H:6]([C@@H:7]([CH3:9])[CH2:8][CH3:14])[C:10]([OH:12])=[O:11])=[O:4]. (2) Given the reactants Cl[C:2]1[C:7]([C:8]2[C:13]([F:14])=[CH:12][CH:11]=[CH:10][C:9]=2[F:15])=[C:6]([N:16]2[CH2:21][CH2:20][CH:19]([CH3:22])[CH2:18][CH2:17]2)[N:5]2[N:23]=[CH:24][N:25]=[C:4]2[N:3]=1.O.[CH3:27][N:28](C)C=O, predict the reaction product. The product is: [C:27]([C:2]1[C:7]([C:8]2[C:13]([F:14])=[CH:12][CH:11]=[CH:10][C:9]=2[F:15])=[C:6]([N:16]2[CH2:21][CH2:20][CH:19]([CH3:22])[CH2:18][CH2:17]2)[N:5]2[N:23]=[CH:24][N:25]=[C:4]2[N:3]=1)#[N:28]. (3) Given the reactants [CH2:1]1[C:10]2[C:5](=[CH:6][CH:7]=[CH:8][CH:9]=2)[CH2:4][CH2:3][N:2]1[CH2:11][CH:12]([OH:41])[CH2:13][NH:14][C:15](=[O:40])[CH2:16][O:17][C:18]1[CH:19]=[C:20]2[C:24](=[CH:25][CH:26]=1)[N:23]([CH:27]1[CH2:32][CH2:31][N:30](C(OC(C)(C)C)=O)[CH2:29][CH2:28]1)[N:22]=[CH:21]2, predict the reaction product. The product is: [CH2:1]1[C:10]2[C:5](=[CH:6][CH:7]=[CH:8][CH:9]=2)[CH2:4][CH2:3][N:2]1[CH2:11][CH:12]([OH:41])[CH2:13][NH:14][C:15](=[O:40])[CH2:16][O:17][C:18]1[CH:19]=[C:20]2[C:24](=[CH:25][CH:26]=1)[N:23]([CH:27]1[CH2:32][CH2:31][NH:30][CH2:29][CH2:28]1)[N:22]=[CH:21]2.